Dataset: Reaction yield outcomes from USPTO patents with 853,638 reactions. Task: Predict the reaction yield, written as a fraction of the theoretical maximum amount of product (1.0 means a 100% yield; for example, 0.34 means a 34% yield). The product is [C:7]([N:6]1[CH2:32][CH2:31][N:25]([CH2:26][C:23]2[S:22][C:21]([C:5]3[NH:6][C:7]4[C:3]([CH:4]=3)=[C:2]([Cl:1])[CH:10]=[CH:9][C:8]=4[N:11]([CH3:20])[S:12]([C:15]3[S:16][CH:17]=[CH:18][CH:19]=3)(=[O:14])=[O:13])=[N:25][CH:24]=2)[CH2:21][CH2:5]1)(=[O:37])[CH3:3]. No catalyst specified. The yield is 0.250. The reactants are [Cl:1][C:2]1[CH:10]=[CH:9][C:8]([N:11]([CH3:20])[S:12]([C:15]2[S:16][CH:17]=[CH:18][CH:19]=2)(=[O:14])=[O:13])=[C:7]2[C:3]=1[CH:4]=[C:5]([C:21]1[S:22][C:23]([CH2:26]O)=[CH:24][N:25]=1)[NH:6]2.O1[CH2:32][CH2:31]CC1.S(Cl)(Cl)=O.[OH2:37].